Task: Regression. Given a peptide amino acid sequence and an MHC pseudo amino acid sequence, predict their binding affinity value. This is MHC class II binding data.. Dataset: Peptide-MHC class II binding affinity with 134,281 pairs from IEDB The peptide sequence is TRKIMKVVNRWLFRH. The binding affinity (normalized) is 0.440. The MHC is DRB3_0101 with pseudo-sequence DRB3_0101.